From a dataset of NCI-60 drug combinations with 297,098 pairs across 59 cell lines. Regression. Given two drug SMILES strings and cell line genomic features, predict the synergy score measuring deviation from expected non-interaction effect. (1) Drug 1: C1=NC2=C(N1)C(=S)N=C(N2)N. Drug 2: C1C(C(OC1N2C=NC(=NC2=O)N)CO)O. Cell line: SR. Synergy scores: CSS=36.5, Synergy_ZIP=-9.63, Synergy_Bliss=-11.7, Synergy_Loewe=-9.91, Synergy_HSA=-8.10. (2) Drug 1: C1=NC2=C(N1)C(=S)N=CN2. Drug 2: CC1CCCC2(C(O2)CC(NC(=O)CC(C(C(=O)C(C1O)C)(C)C)O)C(=CC3=CSC(=N3)C)C)C. Cell line: RPMI-8226. Synergy scores: CSS=71.5, Synergy_ZIP=-0.463, Synergy_Bliss=-0.885, Synergy_Loewe=-6.59, Synergy_HSA=-0.299. (3) Drug 2: CC1CCCC2(C(O2)CC(NC(=O)CC(C(C(=O)C(C1O)C)(C)C)O)C(=CC3=CSC(=N3)C)C)C. Drug 1: CC(C1=C(C=CC(=C1Cl)F)Cl)OC2=C(N=CC(=C2)C3=CN(N=C3)C4CCNCC4)N. Cell line: MCF7. Synergy scores: CSS=6.87, Synergy_ZIP=2.70, Synergy_Bliss=8.15, Synergy_Loewe=6.33, Synergy_HSA=7.75. (4) Drug 1: C1=NC(=NC(=O)N1C2C(C(C(O2)CO)O)O)N. Drug 2: CC(C)NC(=O)C1=CC=C(C=C1)CNNC.Cl. Cell line: CAKI-1. Synergy scores: CSS=24.7, Synergy_ZIP=-1.53, Synergy_Bliss=-4.05, Synergy_Loewe=-22.7, Synergy_HSA=-2.70. (5) Drug 1: CC12CCC(CC1=CCC3C2CCC4(C3CC=C4C5=CN=CC=C5)C)O. Drug 2: CC1=C(C=C(C=C1)NC(=O)C2=CC=C(C=C2)CN3CCN(CC3)C)NC4=NC=CC(=N4)C5=CN=CC=C5. Cell line: MDA-MB-435. Synergy scores: CSS=4.53, Synergy_ZIP=-0.445, Synergy_Bliss=-0.409, Synergy_Loewe=-5.30, Synergy_HSA=-2.60. (6) Drug 1: C1=NC2=C(N1)C(=S)N=C(N2)N. Drug 2: CCC1=C2CN3C(=CC4=C(C3=O)COC(=O)C4(CC)O)C2=NC5=C1C=C(C=C5)O. Cell line: M14. Synergy scores: CSS=49.5, Synergy_ZIP=0.620, Synergy_Bliss=1.24, Synergy_Loewe=0.494, Synergy_HSA=3.86.